Task: Predict the product of the given reaction.. Dataset: Forward reaction prediction with 1.9M reactions from USPTO patents (1976-2016) (1) Given the reactants [NH2:1][CH2:2][CH2:3][CH2:4][CH2:5][C@H:6]1[CH2:10][NH:9]/[C:8](=[N:11]\[C:12]([C:14]2[C:19]([NH2:20])=[N:18][C:17]([NH2:21])=[C:16]([Cl:22])[N:15]=2)=[O:13])/[NH:7]1.C(N(CC)CC)C.[C:30]1([CH2:36][S:37](Cl)(=[O:39])=[O:38])[CH:35]=[CH:34][CH:33]=[CH:32][CH:31]=1, predict the reaction product. The product is: [C:30]1([CH2:36][S:37]([NH:1][CH2:2][CH2:3][CH2:4][CH2:5][C@H:6]2[CH2:10][NH:9]/[C:8](=[N:11]\[C:12]([C:14]3[C:19]([NH2:20])=[N:18][C:17]([NH2:21])=[C:16]([Cl:22])[N:15]=3)=[O:13])/[NH:7]2)(=[O:39])=[O:38])[CH:35]=[CH:34][CH:33]=[CH:32][CH:31]=1. (2) Given the reactants Cl.[F:2][C:3]1[CH:11]=[C:10]2[C:6]([C:7]([C:21]3[CH:22]=[N:23][N:24]([CH:26]4[CH2:31][CH2:30][NH:29][CH2:28][CH2:27]4)[CH:25]=3)=[CH:8][N:9]2[S:12]([C:15]2[CH:20]=[CH:19][CH:18]=[CH:17][CH:16]=2)(=[O:14])=[O:13])=[CH:5][CH:4]=1.[CH:32]1([C:35](O)=[O:36])[CH2:34][CH2:33]1, predict the reaction product. The product is: [CH:32]1([C:35]([N:29]2[CH2:30][CH2:31][CH:26]([N:24]3[CH:25]=[C:21]([C:7]4[C:6]5[C:10](=[CH:11][C:3]([F:2])=[CH:4][CH:5]=5)[N:9]([S:12]([C:15]5[CH:16]=[CH:17][CH:18]=[CH:19][CH:20]=5)(=[O:13])=[O:14])[CH:8]=4)[CH:22]=[N:23]3)[CH2:27][CH2:28]2)=[O:36])[CH2:34][CH2:33]1. (3) Given the reactants [CH:1]1([C:6]([C:8]2[CH:9]=[C:10]([CH2:23][C:24](O)=[O:25])[CH:11]=[CH:12][C:13]=2[NH:14][C:15]([NH:17][C:18]2[S:19][CH:20]=[CH:21][N:22]=2)=[O:16])=[O:7])[CH2:5][CH2:4][CH2:3][CH2:2]1.[CH3:27][NH2:28].C1COCC1, predict the reaction product. The product is: [CH:1]1([C:6]([C:8]2[CH:9]=[C:10]([CH2:23][C:24]([NH:28][CH3:27])=[O:25])[CH:11]=[CH:12][C:13]=2[NH:14][C:15]([NH:17][C:18]2[S:19][CH:20]=[CH:21][N:22]=2)=[O:16])=[O:7])[CH2:2][CH2:3][CH2:4][CH2:5]1. (4) Given the reactants C[O:2][C:3](=[O:31])[CH2:4][CH2:5][CH2:6][CH2:7][CH2:8][CH2:9][N:10]([CH2:20][C:21]1[CH:26]=[CH:25][C:24]([CH2:27][CH2:28][CH2:29][CH3:30])=[CH:23][CH:22]=1)[S:11]([C:14]1[CH:15]=[N:16][CH:17]=[CH:18][CH:19]=1)(=[O:13])=[O:12].[OH-].[Na+], predict the reaction product. The product is: [CH2:27]([C:24]1[CH:23]=[CH:22][C:21]([CH2:20][N:10]([S:11]([C:14]2[CH:15]=[N:16][CH:17]=[CH:18][CH:19]=2)(=[O:13])=[O:12])[CH2:9][CH2:8][CH2:7][CH2:6][CH2:5][CH2:4][C:3]([OH:31])=[O:2])=[CH:26][CH:25]=1)[CH2:28][CH2:29][CH3:30]. (5) Given the reactants [C:1]([N:5]1[CH2:10][CH2:9][N:8]([C:11](OC(C)(C)C)=[O:12])[C@@H:7]([C:18]([N:20]2[CH2:25][CH2:24][NH:23][CH2:22][CH2:21]2)=[O:19])[CH2:6]1)([CH3:4])([CH3:3])[CH3:2].[C:26]1([CH2:32][O:33][C:34]2[CH:35]=[C:36]([NH:40][C:41](=[O:49])OC3C=CC=CC=3)[CH:37]=[CH:38][CH:39]=2)[CH:31]=[CH:30][CH:29]=[CH:28][CH:27]=1, predict the reaction product. The product is: [NH3:5].[CH3:11][OH:12].[C:1]([N:5]1[CH2:10][CH2:9][NH:8][C@@H:7]([C:18]([N:20]2[CH2:25][CH2:24][N:23]([C:41]([NH:40][C:36]3[CH:37]=[CH:38][CH:39]=[C:34]([O:33][CH2:32][C:26]4[CH:27]=[CH:28][CH:29]=[CH:30][CH:31]=4)[CH:35]=3)=[O:49])[CH2:22][CH2:21]2)=[O:19])[CH2:6]1)([CH3:4])([CH3:2])[CH3:3]. (6) Given the reactants [CH:1]([C:3]1[CH:8]=[CH:7][CH:6]=[CH:5][N:4]=1)=O.C1(P(=[CH:28][CH:29]=[O:30])(C2C=CC=CC=2)C2C=CC=CC=2)C=CC=CC=1, predict the reaction product. The product is: [N:4]1[CH:5]=[CH:6][CH:7]=[CH:8][C:3]=1/[CH:1]=[CH:28]/[CH:29]=[O:30]. (7) Given the reactants [CH:1]12[CH2:7][CH:4]([CH2:5][CH2:6]1)[CH2:3][CH:2]2[CH:8]=[O:9].[C:10]([Mg]Br)([CH3:12])=[CH2:11].[Cl-].[NH4+], predict the reaction product. The product is: [CH:1]12[CH2:7][CH:4]([CH2:5][CH2:6]1)[CH2:3][CH:2]2[CH:8]([OH:9])[C:10]([CH3:12])=[CH2:11]. (8) Given the reactants [N:1]1([C:7]2[CH:8]=[CH:9][C:10]3[N:11]([C:13]([C:16]([F:19])([F:18])[F:17])=[N:14][N:15]=3)[N:12]=2)[CH2:6][CH2:5][NH:4][CH2:3][CH2:2]1.[S:20]1[C:24]2[CH:25]=[CH:26][CH:27]=[CH:28][C:23]=2[N:22]=[C:21]1[CH:29]=O, predict the reaction product. The product is: [S:20]1[C:24]2[CH:25]=[CH:26][CH:27]=[CH:28][C:23]=2[N:22]=[C:21]1[CH2:29][N:4]1[CH2:3][CH2:2][N:1]([C:7]2[CH:8]=[CH:9][C:10]3[N:11]([C:13]([C:16]([F:17])([F:18])[F:19])=[N:14][N:15]=3)[N:12]=2)[CH2:6][CH2:5]1. (9) Given the reactants [CH3:1][C:2]1[CH:14]=[C:13]([C:15]([C:17]2[CH:22]=[CH:21][CH:20]=[CH:19][CH:18]=2)=[CH2:16])[CH:12]=[CH:11][C:3]=1[C:4]([O:6][C:7]([CH3:10])([CH3:9])[CH3:8])=[O:5].[H][H], predict the reaction product. The product is: [CH3:1][C:2]1[CH:14]=[C:13]([CH:15]([C:17]2[CH:18]=[CH:19][CH:20]=[CH:21][CH:22]=2)[CH3:16])[CH:12]=[CH:11][C:3]=1[C:4]([O:6][C:7]([CH3:8])([CH3:9])[CH3:10])=[O:5]. (10) Given the reactants Cl[C:2]1[N:7]=[C:6]([NH:8][C:9]2[CH:14]=[CH:13][C:12]([O:15][CH3:16])=[C:11]([Cl:17])[CH:10]=2)[N:5]=[C:4]([NH:18][CH:19]2[CH2:25][CH2:24][CH2:23][CH2:22][CH2:21][CH2:20]2)[N:3]=1.[CH3:26][O:27][C:28]1[CH:33]=[CH:32][CH:31]=[C:30]([O:34][CH3:35])[CH:29]=1.[Al+3].[Cl-].[Cl-].[Cl-], predict the reaction product. The product is: [Cl:17][C:11]1[CH:10]=[C:9]([NH:8][C:6]2[N:5]=[C:4]([NH:18][CH:19]3[CH2:25][CH2:24][CH2:23][CH2:22][CH2:21][CH2:20]3)[N:3]=[C:2]([C:31]3[CH:32]=[CH:33][C:28]([O:27][CH3:26])=[CH:29][C:30]=3[O:34][CH3:35])[N:7]=2)[CH:14]=[CH:13][C:12]=1[O:15][CH3:16].